Dataset: Forward reaction prediction with 1.9M reactions from USPTO patents (1976-2016). Task: Predict the product of the given reaction. (1) Given the reactants [CH3:1][O:2][C:3]1[CH:4]=[CH:5][C:6]([N+:12]([O-:14])=[O:13])=[C:7]([CH:11]=1)C(O)=O.C([N:17]([CH2:20]C)CC)C.C1(P(N=[N+]=[N-])(C2C=CC=CC=2)=[O:29])C=CC=CC=1.[CH3:39][C:40]([OH:43])([CH3:42])[CH3:41], predict the reaction product. The product is: [CH3:1][O:2][C:3]1[CH:4]=[CH:5][C:6]([N+:12]([O-:14])=[O:13])=[C:7]([NH:17][C:20](=[O:29])[O:43][C:40]([CH3:42])([CH3:41])[CH3:39])[CH:11]=1. (2) Given the reactants C(OC([NH:8][CH:9]([C:14]([CH3:18])([CH3:17])[CH:15]=[CH2:16])[C:10]([O:12][CH3:13])=[O:11])=O)(C)(C)C.FC(F)(F)C(O)=O, predict the reaction product. The product is: [NH2:8][CH:9]([C:14]([CH3:18])([CH3:17])[CH:15]=[CH2:16])[C:10]([O:12][CH3:13])=[O:11]. (3) The product is: [CH3:42][C:43]1([CH3:49])[CH2:48][CH2:47][CH2:46][N:45]([CH2:1][CH2:4][C:5]2[CH:6]=[CH:7][C:8]([CH2:9][CH2:10][CH2:11][NH:12][C:13]3[CH:18]=[C:17]([O:19][CH3:20])[C:16]([O:21][CH3:22])=[CH:15][C:14]=3[C@@H:23]3[CH2:32][CH2:31][C:30]4[CH:29]=[C:28]([OH:33])[CH:27]=[CH:26][C:25]=4[CH2:24]3)=[CH:40][CH:41]=2)[CH2:44]1. Given the reactants [C:1]([CH2:4][C:5]1[CH:41]=[CH:40][C:8]([CH2:9][CH2:10][CH2:11][NH:12][C:13]2[CH:18]=[C:17]([O:19][CH3:20])[C:16]([O:21][CH3:22])=[CH:15][C:14]=2[C@@H:23]2[CH2:32][CH2:31][C:30]3[CH:29]=[C:28]([O:33]C(=O)C(C)(C)C)[CH:27]=[CH:26][C:25]=3[CH2:24]2)=[CH:7][CH:6]=1)(O)=O.[CH3:42][C:43]1([CH3:49])[CH2:48][CH2:47][CH2:46][NH:45][CH2:44]1, predict the reaction product. (4) Given the reactants [CH2:1]([C:3]1[NH:13][C:6]2=[N:7][C:8]([CH3:12])=[CH:9][C:10]([CH3:11])=[C:5]2[N:4]=1)[CH3:2].[OH2:14].[OH-:15].[Li+].O.C[N:19]([CH:21]=O)C, predict the reaction product. The product is: [CH2:1]([C:3]1[N:13]([CH2:11][C:10]2[CH:9]=[CH:8][C:21]([N+:19]([O-:15])=[O:14])=[CH:6][CH:5]=2)[C:6]2=[N:7][C:8]([CH3:12])=[CH:9][C:10]([CH3:11])=[C:5]2[N:4]=1)[CH3:2].